The task is: Predict the reactants needed to synthesize the given product.. This data is from Full USPTO retrosynthesis dataset with 1.9M reactions from patents (1976-2016). (1) Given the product [CH3:24][S:25]([C:28]1[CH:35]=[CH:34][C:31]([CH:32]=[C:15]2[CH2:14][CH2:13][CH2:12][C:11]3[CH:18]=[C:7]([N:6]4[CH2:5][C@H:4]([CH2:19][NH:20][C:21](=[O:23])[CH3:22])[O:3][C:2]4=[O:1])[CH:8]=[CH:9][C:10]=3[C:16]2=[O:17])=[CH:30][CH:29]=1)(=[O:26])=[O:27], predict the reactants needed to synthesize it. The reactants are: [O:1]=[C:2]1[N:6]([C:7]2[CH:8]=[CH:9][C:10]3[C:16](=[O:17])[CH2:15][CH2:14][CH2:13][CH2:12][C:11]=3[CH:18]=2)[CH2:5][C@H:4]([CH2:19][NH:20][C:21](=[O:23])[CH3:22])[O:3]1.[CH3:24][S:25]([C:28]1[CH:35]=[CH:34][C:31]([CH:32]=O)=[CH:30][CH:29]=1)(=[O:27])=[O:26].N1CCCCC1. (2) Given the product [NH2:61][C:57]1[CH:56]=[C:55]([CH2:54][S:51]([NH:50][CH2:49][CH2:48][O:47][Si:46]([C:42]([CH3:45])([CH3:44])[CH3:43])([C:70]2[CH:75]=[CH:74][CH:73]=[CH:72][CH:71]=2)[C:64]2[CH:65]=[CH:66][CH:67]=[CH:68][CH:69]=2)(=[O:52])=[O:53])[CH:60]=[CH:59][CH:58]=1, predict the reactants needed to synthesize it. The reactants are: C([Si](C1C=CC=CC=1)(C1C=CC=CC=1)OCCN)(C)(C)C.N1C=CC=CC=1.[N+](C1C=C(CS(Cl)(=O)=O)C=CC=1)([O-])=O.[C:42]([Si:46]([C:70]1[CH:75]=[CH:74][CH:73]=[CH:72][CH:71]=1)([C:64]1[CH:69]=[CH:68][CH:67]=[CH:66][CH:65]=1)[O:47][CH2:48][CH2:49][NH:50][S:51]([CH2:54][C:55]1[CH:60]=[CH:59][CH:58]=[C:57]([N+:61]([O-])=O)[CH:56]=1)(=[O:53])=[O:52])([CH3:45])([CH3:44])[CH3:43]. (3) Given the product [CH3:1][O:2][C:3]1[CH:8]=[C:7]([N+:9]([O-:11])=[O:10])[CH:6]=[CH:5][C:4]=1[NH:12][C:20](=[O:21])[CH2:19][N:14]1[CH2:18][CH2:17][CH2:16][CH2:15]1, predict the reactants needed to synthesize it. The reactants are: [CH3:1][O:2][C:3]1[CH:8]=[C:7]([N+:9]([O-:11])=[O:10])[CH:6]=[CH:5][C:4]=1[NH2:12].Cl.[N:14]1([CH2:19][C:20](O)=[O:21])[CH2:18][CH2:17][CH2:16][CH2:15]1.C(N(CC)C(C)C)(C)C.F[P-](F)(F)(F)(F)F.N1C2N=CC=C(OC(N(C)C)=[N+](C)C)C=2N=N1.